Dataset: Reaction yield outcomes from USPTO patents with 853,638 reactions. Task: Predict the reaction yield, written as a fraction of the theoretical maximum amount of product (1.0 means a 100% yield; for example, 0.34 means a 34% yield). The reactants are [C:1]([C:3]1[CH:8]=[CH:7][CH:6]=[CH:5][C:4]=1[C:9]1[N:14]=[CH:13][C:12]([CH2:15][CH:16]([C:22](=O)[CH2:23][CH2:24][CH3:25])[C:17]([O:19]CC)=O)=[CH:11][CH:10]=1)#[N:2].[Si:27]([O:34][CH:35]1[CH2:40][CH2:39][CH:38]([NH:41][C:42]2[NH:46][CH:45]=[N:44][N:43]=2)[CH2:37][CH2:36]1)([C:30]([CH3:33])([CH3:32])[CH3:31])([CH3:29])[CH3:28].C(N(CC)C1C=CC=CC=1)C. The catalyst is C(OCC)(=O)C. The product is [Si:27]([O:34][CH:35]1[CH2:40][CH2:39][CH:38]([N:41]2[C:17](=[O:19])[C:16]([CH2:15][C:12]3[CH:11]=[CH:10][C:9]([C:4]4[CH:5]=[CH:6][CH:7]=[CH:8][C:3]=4[C:1]#[N:2])=[N:14][CH:13]=3)=[C:22]([CH2:23][CH2:24][CH3:25])[N:43]3[N:44]=[CH:45][N:46]=[C:42]23)[CH2:37][CH2:36]1)([C:30]([CH3:33])([CH3:31])[CH3:32])([CH3:29])[CH3:28]. The yield is 0.210.